From a dataset of Catalyst prediction with 721,799 reactions and 888 catalyst types from USPTO. Predict which catalyst facilitates the given reaction. (1) Reactant: [CH3:1][C:2]1[C:7]([CH:8]2[CH2:13][CH2:12][N:11](C(OC(C)(C)C)=O)[CH2:10][CH2:9]2)=[CH:6][CH:5]=[CH:4][N:3]=1.[ClH:21]. Product: [ClH:21].[CH3:1][C:2]1[C:7]([CH:8]2[CH2:13][CH2:12][NH:11][CH2:10][CH2:9]2)=[CH:6][CH:5]=[CH:4][N:3]=1. The catalyst class is: 5. (2) Product: [C:3]([O:7][CH:8]([C:14]1[C:18]([C:19]2[CH2:24][CH2:23][C:22]([CH3:26])([CH3:25])[CH2:21][CH:20]=2)=[C:17]([C:27]2[CH:28]=[CH:29][CH:30]=[CH:31][CH:32]=2)[S:16][C:15]=1[CH3:33])[C:9]([OH:11])=[O:10])([CH3:4])([CH3:5])[CH3:6]. The catalyst class is: 24. Reactant: [OH-].[K+].[C:3]([O:7][CH:8]([C:14]1[C:18]([C:19]2[CH2:24][CH2:23][C:22]([CH3:26])([CH3:25])[CH2:21][CH:20]=2)=[C:17]([C:27]2[CH:32]=[CH:31][CH:30]=[CH:29][CH:28]=2)[S:16][C:15]=1[CH3:33])[C:9]([O:11]CC)=[O:10])([CH3:6])([CH3:5])[CH3:4]. (3) Reactant: [C:1]1([C:7]2[S:14][C:13]3[CH:12]=[N:11][N:10](C(=O)C)[C:9]=3[CH:8]=2)[CH:6]=[CH:5][CH:4]=[CH:3][CH:2]=1.C(O)C.Cl.C(=O)([O-])[O-].[K+].[K+]. Product: [C:1]1([C:7]2[S:14][C:13]3[CH:12]=[N:11][NH:10][C:9]=3[CH:8]=2)[CH:2]=[CH:3][CH:4]=[CH:5][CH:6]=1. The catalyst class is: 6. (4) Reactant: C(O)(C)C.[OH-].[Na+].[Cl:7][C:8]1[CH:24]=[C:23]([N+:25]([O-:27])=[O:26])[CH:22]=[CH:21][C:9]=1[O:10][C:11]1[CH:12]=[N:13][CH:14]=[C:15]([CH:20]=1)[C:16]([O:18]C)=[O:17]. Product: [Cl:7][C:8]1[CH:24]=[C:23]([N+:25]([O-:27])=[O:26])[CH:22]=[CH:21][C:9]=1[O:10][C:11]1[CH:12]=[N:13][CH:14]=[C:15]([CH:20]=1)[C:16]([OH:18])=[O:17]. The catalyst class is: 7. (5) Reactant: C(C1C=C(O)C(=O)NN=1)C.C([O:18][C:19]1[N:20]=[N:21][C:22]([C:33]#[C:34][CH:35]([CH3:37])[CH3:36])=[CH:23][C:24]=1[O:25]CC1C=CC=CC=1)C1C=CC=CC=1. Product: [OH:25][C:24]1[C:19](=[O:18])[NH:20][N:21]=[C:22]([CH2:33][CH2:34][CH:35]([CH3:36])[CH3:37])[CH:23]=1. The catalyst class is: 8.